This data is from Forward reaction prediction with 1.9M reactions from USPTO patents (1976-2016). The task is: Predict the product of the given reaction. (1) Given the reactants O=[C:2]1[CH2:7][CH2:6][N:5]([C:8]([O:10][CH2:11][C:12]2[CH:17]=[CH:16][CH:15]=[CH:14][CH:13]=2)=[O:9])[CH2:4][CH2:3]1.[NH2:18][C:19]1[CH:28]=[CH:27][C:26]([CH2:29][NH:30][C:31]([O:33][C:34]([CH3:37])([CH3:36])[CH3:35])=[O:32])=[CH:25][C:20]=1[C:21]([O:23][CH3:24])=[O:22].[BH-](OC(C)=O)(OC(C)=O)OC(C)=O.[Na+].C([O-])(O)=O.[Na+], predict the reaction product. The product is: [CH3:36][C:34]([CH3:37])([O:33][C:31]([NH:30][CH2:29][C:26]1[CH:27]=[CH:28][C:19]([NH:18][CH:2]2[CH2:7][CH2:6][N:5]([C:8]([O:10][CH2:11][C:12]3[CH:17]=[CH:16][CH:15]=[CH:14][CH:13]=3)=[O:9])[CH2:4][CH2:3]2)=[C:20]([C:21]([O:23][CH3:24])=[O:22])[CH:25]=1)=[O:32])[CH3:35]. (2) Given the reactants CS(C)=O.Br[C:6]1[C:11]([Br:12])=[C:10]([O:13][CH3:14])[C:9]([Br:15])=[CH:8][C:7]=1[NH:16][C:17]([NH:19]C(=O)OCC)=[S:18].C(=O)([O-])[O-].[K+].[K+], predict the reaction product. The product is: [Br:15][C:9]1[C:10]([O:13][CH3:14])=[C:11]([Br:12])[C:6]2[S:18][C:17]([NH2:19])=[N:16][C:7]=2[CH:8]=1. (3) The product is: [CH:20]1([CH2:23][CH2:24][NH:25][C:26]([C:28]2[N:29]=[N:30][C:31]([N:15]3[CH2:16][CH2:17][CH:12]([C:10](=[O:11])[NH:9][C:4]4[CH:5]=[CH:6][CH:7]=[CH:8][C:3]=4[C:2]([F:1])([F:18])[F:19])[CH2:13][CH2:14]3)=[CH:32][CH:33]=2)=[O:27])[CH2:22][CH2:21]1. Given the reactants [F:1][C:2]([F:19])([F:18])[C:3]1[CH:8]=[CH:7][CH:6]=[CH:5][C:4]=1[NH:9][C:10]([CH:12]1[CH2:17][CH2:16][NH:15][CH2:14][CH2:13]1)=[O:11].[CH:20]1([CH2:23][CH2:24][NH:25][C:26]([C:28]2[N:29]=[N:30][C:31](Cl)=[CH:32][CH:33]=2)=[O:27])[CH2:22][CH2:21]1, predict the reaction product. (4) Given the reactants [C:1]1([C:16]2[CH:21]=[CH:20][CH:19]=[CH:18][CH:17]=2)[CH:6]=[CH:5][CH:4]=[C:3]([N:7]2[CH2:12][CH2:11][CH:10]([C:13](O)=[O:14])[CH2:9][CH2:8]2)[CH:2]=1.BrC1C=C(C2C=CC=CC=2)C=CC=1.[NH2:35][C:36]1[CH:37]=[N:38][C:39]2[C:44]([CH:45]=1)=[CH:43][CH:42]=[CH:41][CH:40]=2, predict the reaction product. The product is: [N:38]1[C:39]2[C:44](=[CH:43][CH:42]=[CH:41][CH:40]=2)[CH:45]=[C:36]([NH:35][C:13]([CH:10]2[CH2:9][CH2:8][N:7]([C:3]3[CH:2]=[C:1]([C:16]4[CH:21]=[CH:20][CH:19]=[CH:18][CH:17]=4)[CH:6]=[CH:5][CH:4]=3)[CH2:12][CH2:11]2)=[O:14])[CH:37]=1. (5) Given the reactants C1CCC(N=C=NC2CCCCC2)CC1.Cl.[C:17]1([CH:23]([NH:27][C:28]2[CH:33]=[CH:32][CH:31]=[CH:30][C:29]=2[CH3:34])[C:24]([OH:26])=[O:25])[CH:22]=[CH:21][CH:20]=[CH:19][CH:18]=1.C1C=CC2N(O)N=NC=2C=1.[N:45]12[CH2:52][CH2:51][CH:48]([CH2:49][CH2:50]1)[C@@H:47](O)[CH2:46]2, predict the reaction product. The product is: [N:45]12[CH2:52][CH2:51][CH:48]([CH2:49][CH2:50]1)[C@@H:47]([O:25][C:24](=[O:26])[CH:23]([C:17]1[CH:18]=[CH:19][CH:20]=[CH:21][CH:22]=1)[NH:27][C:28]1[CH:33]=[CH:32][CH:31]=[CH:30][C:29]=1[CH3:34])[CH2:46]2.